Dataset: Reaction yield outcomes from USPTO patents with 853,638 reactions. Task: Predict the reaction yield, written as a fraction of the theoretical maximum amount of product (1.0 means a 100% yield; for example, 0.34 means a 34% yield). (1) The reactants are [CH3:1][O:2][C:3]1[CH:8]=[CH:7][C:6]([NH:9][C:10]([C@:12]2([CH3:15])[CH2:14][O:13]2)=[O:11])=[CH:5][CH:4]=1.C1COCC1.[CH3:21][O:22][C:23]1[CH:28]=[CH:27][C:26]([Mg]Br)=[CH:25][CH:24]=1. The catalyst is C(=O)=O.CC(C)=O. The product is [OH:13][C@@:12]([CH3:15])([CH2:14][C:26]1[CH:27]=[CH:28][C:23]([O:22][CH3:21])=[CH:24][CH:25]=1)[C:10]([NH:9][C:6]1[CH:7]=[CH:8][C:3]([O:2][CH3:1])=[CH:4][CH:5]=1)=[O:11]. The yield is 0.395. (2) The catalyst is ClCCCl. The yield is 0.970. The product is [C:1]([O:5][C:6](=[O:32])[C@@H:7]([N:9]([C:10]1[CH:31]=[CH:30][C:13]2[C:14]3[N:18]([CH2:19][CH2:20][O:21][C:12]=2[CH:11]=1)[CH:17]=[C:16]([C:22]1[N:23]([CH:27]([CH3:28])[CH3:29])[N:24]=[CH:25][N:26]=1)[N:15]=3)[CH3:35])[CH3:8])([CH3:3])([CH3:2])[CH3:4]. The reactants are [C:1]([O:5][C:6](=[O:32])[C@@H:7]([NH:9][C:10]1[CH:31]=[CH:30][C:13]2[C:14]3[N:18]([CH2:19][CH2:20][O:21][C:12]=2[CH:11]=1)[CH:17]=[C:16]([C:22]1[N:23]([CH:27]([CH3:29])[CH3:28])[N:24]=[CH:25][N:26]=1)[N:15]=3)[CH3:8])([CH3:4])([CH3:3])[CH3:2].C=O.[C:35](O[BH-](OC(=O)C)OC(=O)C)(=O)C.[Na+]. (3) The reactants are C([O:5][C:6]([CH:8]1[CH:12]([C:13]2[CH:18]=[CH:17][CH:16]=[C:15]([Cl:19])[C:14]=2[F:20])[C:11]([C:23]2[CH:28]=[CH:27][C:26]([Cl:29])=[CH:25][C:24]=2[F:30])([C:21]#[N:22])[CH:10]([CH2:31][C:32]([CH3:40])([C:34]2[O:35][C:36]([CH3:39])=[CH:37][CH:38]=2)[CH3:33])[NH:9]1)=[O:7])(C)(C)C.[F:41][C:42]([F:47])([F:46])[C:43]([OH:45])=[O:44]. The catalyst is ClCCl. The product is [F:41][C:42]([F:47])([F:46])[C:43]([OH:45])=[O:44].[Cl:19][C:15]1[C:14]([F:20])=[C:13]([CH:12]2[C:11]([C:23]3[CH:28]=[CH:27][C:26]([Cl:29])=[CH:25][C:24]=3[F:30])([C:21]#[N:22])[CH:10]([CH2:31][C:32]([CH3:33])([C:34]3[O:35][C:36]([CH3:39])=[CH:37][CH:38]=3)[CH3:40])[NH:9][CH:8]2[C:6]([OH:7])=[O:5])[CH:18]=[CH:17][CH:16]=1. The yield is 0.920. (4) The reactants are [C:1]([NH:9][C@H:10]1[CH2:14][N:13]([C:15](=[O:25])[CH2:16][NH:17][C:18]([O:20][C:21]([CH3:24])([CH3:23])[CH3:22])=[O:19])[C@H:12]([C:26]([O:28]C)=[O:27])[CH2:11]1)(=[O:8])[C:2]1[CH:7]=[CH:6][CH:5]=[CH:4][CH:3]=1.[OH-].[Na+].Cl. The catalyst is CO. The product is [C:1]([NH:9][C@H:10]1[CH2:14][N:13]([C:15](=[O:25])[CH2:16][NH:17][C:18]([O:20][C:21]([CH3:24])([CH3:22])[CH3:23])=[O:19])[C@H:12]([C:26]([OH:28])=[O:27])[CH2:11]1)(=[O:8])[C:2]1[CH:3]=[CH:4][CH:5]=[CH:6][CH:7]=1. The yield is 0.850. (5) The reactants are Cl.[C:2]([C:6]1[CH:11]=[CH:10][C:9]([S:12]([NH:15][C:16]2[CH:21]=[CH:20][C:19]([Cl:22])=[CH:18][C:17]=2[C:23]2[N:27]([C@H:28]3[CH2:32][CH2:31][NH:30][CH2:29]3)[CH:26]=[N:25][N:24]=2)(=[O:14])=[O:13])=[CH:8][CH:7]=1)([CH3:5])([CH3:4])[CH3:3].N1C=CC=CC=1.[CH3:39][S:40](Cl)(=[O:42])=[O:41]. The catalyst is C1COCC1. The product is [C:2]([C:6]1[CH:11]=[CH:10][C:9]([S:12]([NH:15][C:16]2[CH:21]=[CH:20][C:19]([Cl:22])=[CH:18][C:17]=2[C:23]2[N:27]([C@H:28]3[CH2:32][CH2:31][N:30]([S:40]([CH3:39])(=[O:42])=[O:41])[CH2:29]3)[CH:26]=[N:25][N:24]=2)(=[O:13])=[O:14])=[CH:8][CH:7]=1)([CH3:5])([CH3:3])[CH3:4]. The yield is 0.675. (6) The reactants are [NH2:1][C:2]1[C:7]([F:8])=[C:6](Br)[N:5]=[C:4]([C:10]([O:12][CH3:13])=[O:11])[C:3]=1[Cl:14].[CH3:15][Sn:16]([CH3:22])([CH3:21])[Sn:16]([CH3:22])([CH3:21])[CH3:15]. The catalyst is O1CCOCC1.Cl[Pd](Cl)([P](C1C=CC=CC=1)(C1C=CC=CC=1)C1C=CC=CC=1)[P](C1C=CC=CC=1)(C1C=CC=CC=1)C1C=CC=CC=1. The product is [NH2:1][C:2]1[C:7]([F:8])=[C:6]([Sn:16]([CH3:22])([CH3:21])[CH3:15])[N:5]=[C:4]([C:10]([O:12][CH3:13])=[O:11])[C:3]=1[Cl:14]. The yield is 1.00. (7) The reactants are Cl[CH2:2][CH2:3][O:4][C:5]1[CH:14]=[C:13]2[C:8]([C:9]([O:15][C:16]3[CH:21]=[CH:20][C:19]([CH3:22])=[CH:18][C:17]=3[C:23]([C:25]3[CH:30]=[CH:29][CH:28]=[CH:27][CH:26]=3)=[O:24])=[CH:10][CH:11]=[N:12]2)=[CH:7][C:6]=1[O:31][CH3:32].[N:33]1([CH:38]2[CH2:43][CH2:42][NH:41][CH2:40][CH2:39]2)[CH2:37][CH2:36][CH2:35][CH2:34]1.C(=O)([O-])[O-].[K+].[K+].O. The catalyst is CN(C)C=O. The product is [CH3:22][C:19]1[CH:20]=[CH:21][C:16]([O:15][C:9]2[C:8]3[C:13](=[CH:14][C:5]([O:4][CH2:3][CH2:2][N:41]4[CH2:42][CH2:43][CH:38]([N:33]5[CH2:37][CH2:36][CH2:35][CH2:34]5)[CH2:39][CH2:40]4)=[C:6]([O:31][CH3:32])[CH:7]=3)[N:12]=[CH:11][CH:10]=2)=[C:17]([C:23]([C:25]2[CH:26]=[CH:27][CH:28]=[CH:29][CH:30]=2)=[O:24])[CH:18]=1. The yield is 0.410. (8) The reactants are Cl.[Br:2][C:3]1[CH:8]=[CH:7][CH:6]=[C:5]([Cl:9])[C:4]=1[NH:10][NH2:11].C(Cl)Cl.[OH-].[Na+].C(O[CH:20]=[C:21]([C:24]#[N:25])[C:22]#[N:23])C. The catalyst is CO. The product is [NH2:25][C:24]1[N:10]([C:4]2[C:5]([Cl:9])=[CH:6][CH:7]=[CH:8][C:3]=2[Br:2])[N:11]=[CH:20][C:21]=1[C:22]#[N:23]. The yield is 0.850.